This data is from Reaction yield outcomes from USPTO patents with 853,638 reactions. The task is: Predict the reaction yield, written as a fraction of the theoretical maximum amount of product (1.0 means a 100% yield; for example, 0.34 means a 34% yield). (1) The reactants are [CH2:1]([C:3]1[CH:11]=[CH:10][C:6]([C:7]([OH:9])=[O:8])=[CH:5][C:4]=1[N+:12]([O-])=O)[CH3:2]. The catalyst is CO.[Pd]. The product is [NH2:12][C:4]1[CH:5]=[C:6]([CH:10]=[CH:11][C:3]=1[CH2:1][CH3:2])[C:7]([OH:9])=[O:8]. The yield is 0.706. (2) The reactants are Cl[C:2]1[CH:11]=[CH:10][N:9]=[C:8]2[C:3]=1[CH:4]=[CH:5][C:6]([CH2:12][CH2:13][CH3:14])=[N:7]2.[NH2:15][C:16]1[CH:21]=[C:20]([CH3:22])[CH:19]=[CH:18][C:17]=1[S:23][C:24]1[CH:29]=[CH:28][C:27]([NH:30][C:31](=[O:33])[CH3:32])=[CH:26][C:25]=1[F:34]. No catalyst specified. The product is [F:34][C:25]1[CH:26]=[C:27]([NH:30][C:31](=[O:33])[CH3:32])[CH:28]=[CH:29][C:24]=1[S:23][C:17]1[CH:18]=[CH:19][C:20]([CH3:22])=[CH:21][C:16]=1[NH:15][C:2]1[C:3]2[C:8](=[N:7][C:6]([CH2:12][CH2:13][CH3:14])=[CH:5][CH:4]=2)[N:9]=[CH:10][CH:11]=1. The yield is 0.540. (3) The reactants are [O:1]1[CH2:6][CH2:5][N:4]([C:7]2[N:12]=[C:11]([N:13]3[CH2:18][CH2:17][O:16][CH2:15][CH2:14]3)[N:10]=[C:9]([C:19]3[CH:24]=[CH:23][C:22]([NH:25][C:26](=[O:37])[NH:27][C:28]4[CH:36]=[CH:35][C:31]([C:32](O)=[O:33])=[CH:30][CH:29]=4)=[CH:21][CH:20]=3)[N:8]=2)[CH2:3][CH2:2]1.CCN(C(C)C)C(C)C.CN(C(ON1N=NC2C=CC=CC1=2)=[N+](C)C)C.F[P-](F)(F)(F)(F)F.[NH:71]1[CH2:76][CH2:75][NH:74][CH2:73][CH2:72]1. The catalyst is CN1C(=O)CCC1. The product is [O:1]1[CH2:6][CH2:5][N:4]([C:7]2[N:12]=[C:11]([N:13]3[CH2:14][CH2:15][O:16][CH2:17][CH2:18]3)[N:10]=[C:9]([C:19]3[CH:20]=[CH:21][C:22]([NH:25][C:26]([NH:27][C:28]4[CH:36]=[CH:35][C:31]([C:32]([N:71]5[CH2:76][CH2:75][NH:74][CH2:73][CH2:72]5)=[O:33])=[CH:30][CH:29]=4)=[O:37])=[CH:23][CH:24]=3)[N:8]=2)[CH2:3][CH2:2]1. The yield is 0.300.